This data is from Full USPTO retrosynthesis dataset with 1.9M reactions from patents (1976-2016). The task is: Predict the reactants needed to synthesize the given product. (1) Given the product [CH3:15][C:16]1[CH:17]=[C:18]([CH:20]=[CH:21][CH:22]=1)[NH:19][CH2:23][C:24]1[CH:29]=[CH:28][CH:27]=[CH:26][CH:25]=1, predict the reactants needed to synthesize it. The reactants are: C(O[BH-](OC(=O)C)OC(=O)C)(=O)C.[Na+].[CH3:15][C:16]1[CH:17]=[C:18]([CH:20]=[CH:21][CH:22]=1)[NH2:19].[CH:23](=O)[C:24]1[CH:29]=[CH:28][CH:27]=[CH:26][CH:25]=1.C(O)(=O)C. (2) Given the product [OH:6][C:5]([C:4]([F:17])([F:16])[F:3])=[O:19].[O:20]=[C:18]([NH:15][C@@H:13]([C:10]1[CH:9]=[CH:8][C:7]([O:6][CH2:5][C:4]([F:17])([F:3])[F:16])=[CH:12][N:11]=1)[CH3:14])[CH2:21][C:22]1[CH:27]=[CH:26][C:25]([CH:28]([CH3:32])[C:29]([OH:31])=[O:30])=[CH:24][CH:23]=1, predict the reactants needed to synthesize it. The reactants are: Cl.Cl.[F:3][C:4]([F:17])([F:16])[CH2:5][O:6][C:7]1[CH:8]=[CH:9][C:10]([C@H:13]([NH2:15])[CH3:14])=[N:11][CH:12]=1.[C:18]([CH2:21][C:22]1[CH:27]=[CH:26][C:25]([CH:28]([CH3:32])[C:29]([OH:31])=[O:30])=[CH:24][CH:23]=1)([OH:20])=[O:19].C(Cl)CCl.ON1C2N=CC=CC=2N=N1.C(N(C(C)C)CC)(C)C.